From a dataset of Full USPTO retrosynthesis dataset with 1.9M reactions from patents (1976-2016). Predict the reactants needed to synthesize the given product. (1) The reactants are: C(=O)([O-])O.[Na+].FC(F)(F)S(O[C:12]1[CH2:13][CH2:14][N:15]([C:18]([O:20][C:21]([CH3:24])([CH3:23])[CH3:22])=[O:19])[CH2:16][CH:17]=1)(=O)=O.[C:27]([O:31][C:32]([NH:34][C:35]1[CH:40]=[CH:39][CH:38]=[CH:37][C:36]=1[NH:41][C:42](=[O:58])[C:43]1[CH:48]=[CH:47][C:46](B2OC(C)(C)C(C)(C)O2)=[CH:45][CH:44]=1)=[O:33])([CH3:30])([CH3:29])[CH3:28]. Given the product [C:27]([O:31][C:32]([NH:34][C:35]1[CH:40]=[CH:39][CH:38]=[CH:37][C:36]=1[NH:41][C:42]([C:43]1[CH:48]=[CH:47][C:46]([C:12]2[CH2:13][CH2:14][N:15]([C:18]([O:20][C:21]([CH3:24])([CH3:23])[CH3:22])=[O:19])[CH2:16][CH:17]=2)=[CH:45][CH:44]=1)=[O:58])=[O:33])([CH3:30])([CH3:28])[CH3:29], predict the reactants needed to synthesize it. (2) Given the product [CH3:40][S:41]([O:21][CH2:20][CH2:19][C@H:9]1[O:8][C@H:7]([C:22]2[CH:27]=[CH:26][CH:25]=[C:24]([O:28][CH3:29])[C:23]=2[O:30][CH3:31])[C:6]2[CH:32]=[C:2]([Cl:1])[CH:3]=[CH:4][C:5]=2[N:11]2[C:12]([C:15]([F:18])([F:17])[F:16])=[N:13][N:14]=[C:10]12)(=[O:43])=[O:42], predict the reactants needed to synthesize it. The reactants are: [Cl:1][C:2]1[CH:3]=[CH:4][C:5]2[N:11]3[C:12]([C:15]([F:18])([F:17])[F:16])=[N:13][N:14]=[C:10]3[C@@H:9]([CH2:19][CH2:20][OH:21])[O:8][C@H:7]([C:22]3[CH:27]=[CH:26][CH:25]=[C:24]([O:28][CH3:29])[C:23]=3[O:30][CH3:31])[C:6]=2[CH:32]=1.C(N(CC)CC)C.[CH3:40][S:41](Cl)(=[O:43])=[O:42].C(=O)(O)[O-].[Na+]. (3) Given the product [C:13]1([S:19]([NH:1][C:2]2[CH:3]=[C:4]([CH:10]=[CH:11][CH:12]=2)[C:5]([O:7][CH2:8][CH3:9])=[O:6])(=[O:21])=[O:20])[CH:18]=[CH:17][CH:16]=[CH:15][CH:14]=1, predict the reactants needed to synthesize it. The reactants are: [NH2:1][C:2]1[CH:3]=[C:4]([CH:10]=[CH:11][CH:12]=1)[C:5]([O:7][CH2:8][CH3:9])=[O:6].[C:13]1([S:19](Cl)(=[O:21])=[O:20])[CH:18]=[CH:17][CH:16]=[CH:15][CH:14]=1. (4) Given the product [Cl:1][C:2]1[N:7]=[C:6]([NH:10][CH:11]2[C:15]3([CH2:19][CH2:18][CH2:17][CH2:16]3)[CH2:14][N:13]([C:20]([O:22][C:23]([CH3:26])([CH3:25])[CH3:24])=[O:21])[CH2:12]2)[C:5]([CH3:9])=[CH:4][N:3]=1, predict the reactants needed to synthesize it. The reactants are: [Cl:1][C:2]1[N:7]=[C:6](Cl)[C:5]([CH3:9])=[CH:4][N:3]=1.[NH2:10][CH:11]1[C:15]2([CH2:19][CH2:18][CH2:17][CH2:16]2)[CH2:14][N:13]([C:20]([O:22][C:23]([CH3:26])([CH3:25])[CH3:24])=[O:21])[CH2:12]1.CCN(CC)CC. (5) Given the product [OH:9][CH2:8][C@@H:4]1[CH2:5][N:6]([C:23]([O:22][C:19]([CH3:21])([CH3:20])[CH3:18])=[O:24])[CH2:7][C:2]([CH3:10])([CH3:1])[O:3]1, predict the reactants needed to synthesize it. The reactants are: [CH3:1][C:2]1([CH3:10])[CH2:7][NH:6][CH2:5][C@@H:4]([CH2:8][OH:9])[O:3]1.C(N(CC)CC)C.[CH3:18][C:19]([O:22][C:23](O[C:23]([O:22][C:19]([CH3:21])([CH3:20])[CH3:18])=[O:24])=[O:24])([CH3:21])[CH3:20].[OH-].[Na+]. (6) Given the product [Br-:1].[Br:1][C:2]1[CH:3]=[CH:4][C:5]([I:10])=[C:6]([CH:7]=1)[CH2:8][P+:17]([C:18]1[CH:19]=[CH:20][CH:21]=[CH:22][CH:23]=1)([C:24]1[CH:29]=[CH:28][CH:27]=[CH:26][CH:25]=1)[C:11]1[CH:12]=[CH:13][CH:14]=[CH:15][CH:16]=1, predict the reactants needed to synthesize it. The reactants are: [Br:1][C:2]1[CH:3]=[CH:4][C:5]([I:10])=[C:6]([CH2:8]Br)[CH:7]=1.[C:11]1([P:17]([C:24]2[CH:29]=[CH:28][CH:27]=[CH:26][CH:25]=2)[C:18]2[CH:23]=[CH:22][CH:21]=[CH:20][CH:19]=2)[CH:16]=[CH:15][CH:14]=[CH:13][CH:12]=1.C1(C)C=CC=CC=1. (7) Given the product [NH:8]1[CH2:9][CH2:10][CH:11]([N:14]2[C:18]3[CH:19]=[CH:20][CH:21]=[CH:22][C:17]=3[N:16]=[C:15]2[C:23]2[C:27]([NH2:28])=[N:26][O:25][N:24]=2)[CH2:12][CH2:13]1, predict the reactants needed to synthesize it. The reactants are: C(OC([N:8]1[CH2:13][CH2:12][CH:11]([N:14]2[C:18]3[CH:19]=[CH:20][CH:21]=[CH:22][C:17]=3[N:16]=[C:15]2[C:23]2[C:27]([NH2:28])=[N:26][O:25][N:24]=2)[CH2:10][CH2:9]1)=O)(C)(C)C.ClCCl.